From a dataset of Forward reaction prediction with 1.9M reactions from USPTO patents (1976-2016). Predict the product of the given reaction. (1) The product is: [Cl:2][C:3]1[C:4]([F:17])=[C:5]([C:10]2[N:15]=[CH:14][N:13]=[C:12]([OH:16])[CH:11]=2)[C:6]([F:9])=[CH:7][CH:8]=1. Given the reactants Br.[Cl:2][C:3]1[C:4]([F:17])=[C:5]([C:10]2[N:15]=[CH:14][N:13]=[C:12]([OH:16])[CH:11]=2)[C:6]([F:9])=[CH:7][CH:8]=1, predict the reaction product. (2) Given the reactants [C:1]1([CH3:15])[CH:6]=[CH:5][CH:4]=[C:3]([N:7]2[N:11]=[N:10][C:9]([C:12]([OH:14])=O)=[N:8]2)[CH:2]=1.Cl.CN(C)CCCN=C=NCC.O.ON1C2C=CC=CC=2N=N1.[CH3:39][N:40]1[C:44]([NH:45][CH3:46])=[N:43][N:42]=[C:41]1[C:47]1[CH:52]=[N:51][NH:50][C:49](=[O:53])[CH:48]=1, predict the reaction product. The product is: [CH3:46][N:45]([C:44]1[N:40]([CH3:39])[C:41]([C:47]2[CH:52]=[N:51][NH:50][C:49](=[O:53])[CH:48]=2)=[N:42][N:43]=1)[C:12]([C:9]1[N:10]=[N:11][N:7]([C:3]2[CH:4]=[CH:5][CH:6]=[C:1]([CH3:15])[CH:2]=2)[N:8]=1)=[O:14].